From a dataset of Full USPTO retrosynthesis dataset with 1.9M reactions from patents (1976-2016). Predict the reactants needed to synthesize the given product. (1) Given the product [CH:22]1([N:10]2[C:9]3[N:8]=[C:7]([N:5]4[CH:6]=[C:2]([C:32]5[N:33]=[CH:34][S:35][CH:36]=5)[N:3]=[CH:4]4)[N:16]=[CH:15][C:14]=3[N:13]3[CH:17]=[N:18][N:19]=[C:12]3[C@H:11]2[CH2:20][CH3:21])[CH2:26][CH2:25][CH2:24][CH2:23]1, predict the reactants needed to synthesize it. The reactants are: Br[C:2]1[N:3]=[CH:4][N:5]([C:7]2[N:16]=[CH:15][C:14]3[N:13]4[CH:17]=[N:18][N:19]=[C:12]4[C@@H:11]([CH2:20][CH3:21])[N:10]([CH:22]4[CH2:26][CH2:25][CH2:24][CH2:23]4)[C:9]=3[N:8]=2)[CH:6]=1.C([Sn](CCCC)(CCCC)[C:32]1[N:33]=[CH:34][S:35][CH:36]=1)CCC. (2) Given the product [ClH:4].[Cl:4][C:5]1[CH:22]=[CH:21][C:8]([CH2:9][NH2:10])=[C:7]([F:23])[CH:6]=1, predict the reactants needed to synthesize it. The reactants are: O.NN.[Cl:4][C:5]1[CH:22]=[CH:21][C:8]([CH2:9][N:10]2C(=O)C3=CC=CC=C3C2=O)=[C:7]([F:23])[CH:6]=1.CO.